Dataset: Reaction yield outcomes from USPTO patents with 853,638 reactions. Task: Predict the reaction yield, written as a fraction of the theoretical maximum amount of product (1.0 means a 100% yield; for example, 0.34 means a 34% yield). (1) The product is [NH2:8][C@@H:9]([C:39]([CH3:42])([CH3:41])[CH3:40])[C:10]([N:12]1[C@H:21]([C:22](=[O:34])[NH:23][C@H:24]2[C:33]3[C:28](=[CH:29][CH:30]=[CH:31][CH:32]=3)[CH2:27][CH2:26][CH2:25]2)[CH2:20][C:19]2[C:14](=[CH:15][C:16]([C:35]([O:37][CH3:38])=[O:36])=[CH:17][CH:18]=2)[CH2:13]1)=[O:11]. The catalyst is C(Cl)Cl. The reactants are C(OC([NH:8][C@@H:9]([C:39]([CH3:42])([CH3:41])[CH3:40])[C:10]([N:12]1[C@H:21]([C:22](=[O:34])[NH:23][C@H:24]2[C:33]3[C:28](=[CH:29][CH:30]=[CH:31][CH:32]=3)[CH2:27][CH2:26][CH2:25]2)[CH2:20][C:19]2[C:14](=[CH:15][C:16]([C:35]([O:37][CH3:38])=[O:36])=[CH:17][CH:18]=2)[CH2:13]1)=[O:11])=O)(C)(C)C.C(O)(C(F)(F)F)=O. The yield is 0.970. (2) The reactants are CS([O:5][CH2:6][CH2:7][N:8]1[C:12](=[O:13])[N:11]([C:14]2[S:15][C:16]([C:20](=[O:29])[NH:21][CH2:22][C:23]3[CH:24]=[N:25][CH:26]=[CH:27][CH:28]=3)=[C:17]([CH3:19])[N:18]=2)[CH:10]=[N:9]1)(=O)=O.[C:30](=[O:33])([O-])[O-].[K+].[K+].[F:36][C:37]1[CH:42]=[CH:41][C:40]([CH2:43][NH2:44])=[CH:39][CH:38]=1. The catalyst is O1CCCC1. The product is [F:36][C:37]1[CH:42]=[CH:41][C:40]([CH2:43][NH:44][C:30](=[O:33])[O:5][CH2:6][CH2:7][N:8]2[C:12](=[O:13])[N:11]([C:14]3[S:15][C:16]([C:20](=[O:29])[NH:21][CH2:22][C:23]4[CH:24]=[N:25][CH:26]=[CH:27][CH:28]=4)=[C:17]([CH3:19])[N:18]=3)[CH:10]=[N:9]2)=[CH:39][CH:38]=1. The yield is 0.770. (3) The reactants are [C:1]([C:3]1[C:4]([C:14]2[CH:19]=[CH:18][C:17]([Cl:20])=[CH:16][C:15]=2[Cl:21])=[C:5]([C:9]([O:11]CC)=[O:10])[S:6][C:7]=1[I:8])#[N:2].O1CCCC1.O.[OH-].[Na+]. The catalyst is Cl. The product is [C:1]([C:3]1[C:4]([C:14]2[CH:19]=[CH:18][C:17]([Cl:20])=[CH:16][C:15]=2[Cl:21])=[C:5]([C:9]([OH:11])=[O:10])[S:6][C:7]=1[I:8])#[N:2]. The yield is 0.990.